Dataset: Reaction yield outcomes from USPTO patents with 853,638 reactions. Task: Predict the reaction yield, written as a fraction of the theoretical maximum amount of product (1.0 means a 100% yield; for example, 0.34 means a 34% yield). The reactants are Br[C:2]1[CH:3]=[C:4]2[C:8](=[CH:9][CH:10]=1)[NH:7][C:6](=[O:11])[C:5]2([O:15][CH3:16])[C:12]#[C:13][CH3:14].[Cl:17][C:18]1[CH:19]=[C:20](B(O)O)[CH:21]=[CH:22][CH:23]=1.C(=O)([O-])[O-].[Na+].[Na+]. The catalyst is C(COC)OC.O.C1C=CC([P]([Pd]([P](C2C=CC=CC=2)(C2C=CC=CC=2)C2C=CC=CC=2)([P](C2C=CC=CC=2)(C2C=CC=CC=2)C2C=CC=CC=2)[P](C2C=CC=CC=2)(C2C=CC=CC=2)C2C=CC=CC=2)(C2C=CC=CC=2)C2C=CC=CC=2)=CC=1. The product is [Cl:17][C:18]1[CH:23]=[C:22]([C:2]2[CH:3]=[C:4]3[C:8](=[CH:9][CH:10]=2)[NH:7][C:6](=[O:11])[C:5]3([O:15][CH3:16])[C:12]#[C:13][CH3:14])[CH:21]=[CH:20][CH:19]=1. The yield is 0.150.